Dataset: Forward reaction prediction with 1.9M reactions from USPTO patents (1976-2016). Task: Predict the product of the given reaction. (1) Given the reactants Br[CH:2]([C:8]1[CH:13]=[CH:12][CH:11]=[CH:10][CH:9]=1)[C:3]([O:5][CH2:6][CH3:7])=[O:4].C(=O)([O-])[O-].[K+].[K+].CN(C)C=O.[CH3:25][C:26]1[O:30][C:29]([C:31]2[CH:36]=[CH:35][CH:34]=[CH:33][CH:32]=2)=[N:28][C:27]=1[CH2:37][O:38][C:39]1[CH:59]=[CH:58][C:42]([CH2:43][N:44]2[C:56]3[CH:55]=[CH:54][CH:53]=[C:52]([OH:57])[C:51]=3[C:50]3[C:45]2=[CH:46][CH:47]=[CH:48][CH:49]=3)=[CH:41][C:40]=1[O:60][CH3:61], predict the reaction product. The product is: [CH3:61][O:60][C:40]1[CH:41]=[C:42]([CH:58]=[CH:59][C:39]=1[O:38][CH2:37][C:27]1[N:28]=[C:29]([C:31]2[CH:36]=[CH:35][CH:34]=[CH:33][CH:32]=2)[O:30][C:26]=1[CH3:25])[CH2:43][N:44]1[C:56]2[CH:55]=[CH:54][CH:53]=[C:52]([O:57][CH:2]([C:8]3[CH:13]=[CH:12][CH:11]=[CH:10][CH:9]=3)[C:3]([O:5][CH2:6][CH3:7])=[O:4])[C:51]=2[C:50]2[C:45]1=[CH:46][CH:47]=[CH:48][CH:49]=2. (2) Given the reactants C([Mg]Br)C.Br[C:6]1[N:10]([CH3:11])[CH:9]=[N:8][CH:7]=1.CON(C)[C:15]([C:17]1[CH:22]=[CH:21][N:20]=[N:19][CH:18]=1)=[O:16], predict the reaction product. The product is: [CH3:11][N:10]1[C:6]([C:15]([C:17]2[CH:22]=[CH:21][N:20]=[N:19][CH:18]=2)=[O:16])=[CH:7][N:8]=[CH:9]1.[CH3:11][N:10]1[CH:6]=[CH:7][N:8]=[CH:9]1. (3) Given the reactants [Cl:1][C:2]1[CH:3]=[C:4]([CH:8]=[CH:9][C:10]=1[C:11]1[C:15]2[CH:16]=[C:17]([C:20]3[O:21][C:22]([CH3:25])=[N:23][N:24]=3)[CH:18]=[CH:19][C:14]=2[O:13][CH:12]=1)[C:5]([OH:7])=O.Cl.[CH3:27][NH:28]OC, predict the reaction product. The product is: [Cl:1][C:2]1[CH:3]=[C:4]([CH:8]=[CH:9][C:10]=1[C:11]1[C:15]2[CH:16]=[C:17]([C:20]3[O:21][C:22]([CH3:25])=[N:23][N:24]=3)[CH:18]=[CH:19][C:14]=2[O:13][CH:12]=1)[C:5]([NH:28][CH3:27])=[O:7]. (4) Given the reactants [Cl:1][C:2]1[CH:7]=[CH:6][CH:5]=[C:4]([Cl:8])[C:3]=1[CH3:9].[Br:10]Br, predict the reaction product. The product is: [Br:10][C:5]1[CH:6]=[CH:7][C:2]([Cl:1])=[C:3]([CH3:9])[C:4]=1[Cl:8]. (5) The product is: [C:14]([O:13][C:11](=[O:12])[NH:18][CH:19]1[CH2:24][CH2:23][N:22]([C:6]2[C:7]([CH:8]=[O:9])=[C:2]([NH2:1])[N:3]=[CH:4][N:5]=2)[CH2:21][CH2:20]1)([CH3:17])([CH3:16])[CH3:15]. Given the reactants [NH2:1][C:2]1[C:7]([CH:8]=[O:9])=[C:6](Cl)[N:5]=[CH:4][N:3]=1.[C:11]([NH:18][CH:19]1[CH2:24][CH2:23][NH:22][CH2:21][CH2:20]1)([O:13][C:14]([CH3:17])([CH3:16])[CH3:15])=[O:12].CCN(C(C)C)C(C)C, predict the reaction product.